The task is: Predict which catalyst facilitates the given reaction.. This data is from Catalyst prediction with 721,799 reactions and 888 catalyst types from USPTO. (1) Reactant: [Cl:1][C:2]1[CH:7]=[CH:6][C:5]([N:8]2[CH2:13][CH2:12][CH:11]([C:14]([O:16]CC)=[O:15])[CH2:10][CH2:9]2)=[CH:4][C:3]=1[NH:19][C@@H:20]([C:22]1[CH:27]=[CH:26][C:25]([Cl:28])=[CH:24][C:23]=1[Cl:29])[CH3:21].C1COCC1.CCO.[OH-].[Na+].Cl. Product: [Cl:1][C:2]1[CH:7]=[CH:6][C:5]([N:8]2[CH2:9][CH2:10][CH:11]([C:14]([OH:16])=[O:15])[CH2:12][CH2:13]2)=[CH:4][C:3]=1[NH:19][C@@H:20]([C:22]1[CH:27]=[CH:26][C:25]([Cl:28])=[CH:24][C:23]=1[Cl:29])[CH3:21]. The catalyst class is: 6. (2) Reactant: [CH2:1]([O:3][C:4]1[CH:8]=[C:7]([C:9]([F:12])([F:11])[F:10])[N:6]([C:13]2[CH:14]=[CH:15][C:16](F)=[N:17][CH:18]=2)[N:5]=1)[CH3:2].[OH-].[NH4+:21]. Product: [CH2:1]([O:3][C:4]1[CH:8]=[C:7]([C:9]([F:12])([F:11])[F:10])[N:6]([C:13]2[CH:14]=[CH:15][C:16]([NH2:21])=[N:17][CH:18]=2)[N:5]=1)[CH3:2]. The catalyst class is: 12. (3) The catalyst class is: 370. Product: [Cl:2][C:3]1[CH:4]=[C:5]([CH:10]=[CH:11][C:12]=1[O:13][CH2:21][C:22]([OH:24])([CH3:25])[CH3:23])[C:6]([O:8][CH3:9])=[O:7]. Reactant: O.[Cl:2][C:3]1[CH:4]=[C:5]([CH:10]=[CH:11][C:12]=1[OH:13])[C:6]([O:8][CH3:9])=[O:7].C(=O)([O-])[O-].[K+].[K+].Cl[CH2:21][C:22]([CH3:25])([OH:24])[CH3:23]. (4) Reactant: C([O:4][CH2:5][C@@H:6]1[C@@H:11]([O:12]C(=O)C)[C@H:10]([O:16]C(=O)C)[C@@:9]([O:21]C(=O)C)([CH3:20])[C@@H:8]([O:25][C:26]2[CH:31]=[CH:30][C:29]([C:32]3[CH:33]=[C:34]4[C:61](=[CH:62][CH:63]=3)[O:60][C@@:37]3([C@@H:42]([O:43]C(=O)C)[C@@H:41]([O:47]C(=O)C)[C@H:40]([O:51]C(=O)C)[C@@H:39]([CH2:55][O:56]C(=O)C)[O:38]3)[CH2:36][CH2:35]4)=[CH:28][C:27]=2[CH3:64])[O:7]1)(=O)C.C[O-].[Na+]. Product: [OH:56][CH2:55][C@H:39]1[O:38][C@@:37]2([CH2:36][CH2:35][C:34]3[C:61](=[CH:62][CH:63]=[C:32]([C:29]4[CH:30]=[CH:31][C:26]([O:25][C@@H:8]5[C@:9]([OH:21])([CH3:20])[C@@H:10]([OH:16])[C@H:11]([OH:12])[C@@H:6]([CH2:5][OH:4])[O:7]5)=[C:27]([CH3:64])[CH:28]=4)[CH:33]=3)[O:60]2)[C@@H:42]([OH:43])[C@@H:41]([OH:47])[C@@H:40]1[OH:51]. The catalyst class is: 5. (5) Reactant: [C:1]([O:5][C:6](=[O:26])[CH2:7][C:8](=[O:25])[CH2:9][CH2:10][CH2:11][CH2:12][CH2:13][CH2:14][C:15]1[CH:24]=[CH:23][C:22]2[CH2:21][CH2:20][CH2:19][NH:18][C:17]=2[N:16]=1)([CH3:4])([CH3:3])[CH3:2].C[Si]([N-][Si](C)(C)C)(C)C.[K+].C1C=CC(N([S:44]([C:47]([F:50])([F:49])[F:48])(=[O:46])=[O:45])[S:44]([C:47]([F:50])([F:49])[F:48])(=[O:46])=[O:45])=CC=1.C(=O)([O-])O.[Na+]. Product: [C:1]([O:5][C:6](=[O:26])[CH:7]=[C:8]([O:25][S:44]([C:47]([F:50])([F:49])[F:48])(=[O:46])=[O:45])[CH2:9][CH2:10][CH2:11][CH2:12][CH2:13][CH2:14][C:15]1[CH:24]=[CH:23][C:22]2[CH2:21][CH2:20][CH2:19][NH:18][C:17]=2[N:16]=1)([CH3:4])([CH3:2])[CH3:3]. The catalyst class is: 207. (6) Reactant: [Cl-].[C:2]1([CH2:12][P+](C2C=CC=CC=2)(C2C=CC=CC=2)C2C=CC=CC=2)[C:11]2[C:6](=[CH:7][CH:8]=[CH:9][CH:10]=2)[CH:5]=[CH:4][CH:3]=1.[H-].[Na+].[C:34]([C:38]1[CH:45]=[CH:44][C:41]([CH:42]=O)=[CH:40][CH:39]=1)([CH3:37])([CH3:36])[CH3:35]. The catalyst class is: 1. Product: [C:34]([C:38]1[CH:39]=[CH:40][C:41]([CH:42]=[CH:12][C:2]2[C:11]3[C:6](=[CH:7][CH:8]=[CH:9][CH:10]=3)[CH:5]=[CH:4][CH:3]=2)=[CH:44][CH:45]=1)([CH3:37])([CH3:35])[CH3:36]. (7) Product: [C:12]([C:16]1[CH:15]=[CH:14][CH:13]=[C:12]2[C:17]=1[CH2:18][CH2:19][N:10]1[C:9](=[O:20])[CH2:8][N:7]=[C:6]([N:33]3[CH:34]=[C:30]([CH2:29][O:28][CH3:27])[N:31]=[CH:32]3)[CH:5]=[C:11]12)([CH3:17])([CH3:13])[CH3:11]. Reactant: C([C:5]1[C:6](=O)[NH:7][CH2:8][C:9](=[O:20])[N:10]2[CH2:19][CH2:18][C:17]3[C:12](=[CH:13][CH:14]=[CH:15][CH:16]=3)[C:11]=12)(C)(C)C.O=P(Cl)(Cl)Cl.[CH3:27][O:28][CH2:29][C:30]1[N:31]=[CH:32][NH:33][CH:34]=1. The catalyst class is: 279.